Dataset: Forward reaction prediction with 1.9M reactions from USPTO patents (1976-2016). Task: Predict the product of the given reaction. (1) Given the reactants [C:1]([O:5][C:6](=[O:21])[NH:7][C@@H:8]1[CH2:12][CH2:11][N:10]([C:13]2[CH:18]=[CH:17][C:16]([NH2:19])=[CH:15][C:14]=2[F:20])[CH2:9]1)([CH3:4])([CH3:3])[CH3:2].[O:22]1[CH2:26][CH2:25][CH2:24][C@H:23]1[CH2:27][O:28][C:29]1[CH:30]=[C:31]2[C:36](=[CH:37][CH:38]=1)[C:35](=O)[O:34][CH2:33][CH2:32]2, predict the reaction product. The product is: [C:1]([O:5][C:6](=[O:21])[NH:7][C@@H:8]1[CH2:12][CH2:11][N:10]([C:13]2[CH:18]=[CH:17][C:16]([N:19]3[CH2:33][CH2:32][C:31]4[C:36](=[CH:37][CH:38]=[C:29]([O:28][CH2:27][C@@H:23]5[CH2:24][CH2:25][CH2:26][O:22]5)[CH:30]=4)[C:35]3=[O:34])=[CH:15][C:14]=2[F:20])[CH2:9]1)([CH3:4])([CH3:2])[CH3:3]. (2) Given the reactants [NH2:1][CH2:2][C:3]1[CH:30]=[CH:29][C:6]([C:7]([NH:9][C:10]2[C:15]([CH3:16])=[CH:14][C:13]([C:17]([F:26])([C:22]([F:25])([F:24])[F:23])[C:18]([F:21])([F:20])[F:19])=[CH:12][C:11]=2[CH2:27][CH3:28])=[O:8])=[CH:5][CH:4]=1.[C:31](OC(=O)C)(=[O:33])[CH3:32], predict the reaction product. The product is: [C:31]([NH:1][CH2:2][C:3]1[CH:4]=[CH:5][C:6]([C:7]([NH:9][C:10]2[C:15]([CH3:16])=[CH:14][C:13]([C:17]([F:26])([C:18]([F:19])([F:20])[F:21])[C:22]([F:23])([F:24])[F:25])=[CH:12][C:11]=2[CH2:27][CH3:28])=[O:8])=[CH:29][CH:30]=1)(=[O:33])[CH3:32].